From a dataset of Reaction yield outcomes from USPTO patents with 853,638 reactions. Predict the reaction yield, written as a fraction of the theoretical maximum amount of product (1.0 means a 100% yield; for example, 0.34 means a 34% yield). (1) The reactants are [CH2:1]([N:3]1[CH2:13][CH:12]2[CH2:14][CH2:15][CH:5]([C:6]3[CH:7]=[CH:8][C:9]([N+:16]([O-])=O)=[CH:10][C:11]=32)[CH2:4]1)[CH3:2]. The catalyst is CO.[Pd]. The product is [CH2:1]([N:3]1[CH2:13][CH:12]2[CH2:14][CH2:15][CH:5]([C:6]3[CH:7]=[CH:8][C:9]([NH2:16])=[CH:10][C:11]=32)[CH2:4]1)[CH3:2]. The yield is 1.00. (2) The catalyst is C1COCC1.O. The yield is 0.580. The product is [F:20][C:21]1[CH:22]=[C:23]([CH2:24][C:17]#[N:18])[CH:26]=[CH:27][C:28]=1[O:29][CH3:30]. The reactants are CC([O-])(C)C.[K+].CC1C=CC(S([CH2:17][N+:18]#[C-])(=O)=O)=CC=1.[F:20][C:21]1[CH:22]=[C:23]([CH:26]=[CH:27][C:28]=1[O:29][CH3:30])[CH:24]=O.CO. (3) The product is [NH2:8][C@:9]([CH3:39])([CH2:20][CH2:21][C:22]1[O:23][C:24]([C:27](=[O:38])[CH2:28][CH2:29][CH2:30][CH2:31][C:32]2[CH:33]=[CH:34][CH:35]=[CH:36][CH:37]=2)=[CH:25][CH:26]=1)[CH2:10][CH2:11][P:12](=[O:13])([OH:16])[OH:19]. The reactants are C(OC([NH:8][C@:9]([CH3:39])([CH2:20][CH2:21][C:22]1[O:23][C:24]([C:27](=[O:38])[CH2:28][CH2:29][CH2:30][CH2:31][C:32]2[CH:37]=[CH:36][CH:35]=[CH:34][CH:33]=2)=[CH:25][CH:26]=1)[CH2:10][CH2:11][P:12](=[O:19])([O:16]CC)[O:13]CC)=O)(C)(C)C.Br[Si](C)(C)C. The catalyst is ClCCl. The yield is 0.660. (4) The reactants are [CH3:1][O:2][C:3](=[O:13])[CH2:4][C:5]1[CH:10]=[CH:9][C:8](Cl)=[CH:7][C:6]=1[Cl:12].C1(P(C2CCCCC2)C2C=CC=CC=2C2C(OC)=CC=CC=2OC)CCCCC1.P([O-])([O-])([O-])=O.[K+].[K+].[K+].[CH2:51]([C:53]([C:72]1[CH:77]=[CH:76][C:75](/[CH:78]=[CH:79]/[C:80]([C:86]([F:89])([F:88])[F:87])([OH:85])[C:81]([F:84])([F:83])[F:82])=[C:74]([CH3:90])[CH:73]=1)([C:56]1[CH:61]=[CH:60][C:59](B2OC(C)(C)C(C)(C)O2)=[C:58]([CH3:71])[CH:57]=1)[CH2:54][CH3:55])[CH3:52]. The catalyst is C1(C)C=CC=CC=1.C([O-])(=O)C.[Pd+2].C([O-])(=O)C.O. The product is [CH3:1][O:2][C:3](=[O:13])[CH2:4][C:5]1[CH:10]=[CH:9][C:8]([C:59]2[CH:60]=[CH:61][C:56]([C:53]([CH2:54][CH3:55])([C:72]3[CH:77]=[CH:76][C:75](/[CH:78]=[CH:79]/[C:80]([OH:85])([C:86]([F:88])([F:89])[F:87])[C:81]([F:84])([F:83])[F:82])=[C:74]([CH3:90])[CH:73]=3)[CH2:51][CH3:52])=[CH:57][C:58]=2[CH3:71])=[CH:7][C:6]=1[Cl:12]. The yield is 0.0700. (5) The reactants are [Cl:1][C:2]1[CH:7]=[CH:6][C:5]([C:8]2[CH:9]=[C:10]([C:20](O)=[O:21])[N:11]=[N:12][C:13]=2[O:14][CH2:15][C:16]([F:19])([F:18])[F:17])=[CH:4][CH:3]=1.CN1CCOCC1.CN(C(ON1N=NC2C=CC=CC1=2)=[N+](C)C)C.F[P-](F)(F)(F)(F)F.Cl.[CH:55]1([C:58]2[O:62][N:61]=[C:60]([CH2:63][NH2:64])[N:59]=2)[CH2:57][CH2:56]1. The catalyst is CN(C)C=O. The product is [CH:55]1([C:58]2[O:62][N:61]=[C:60]([CH2:63][NH:64][C:20]([C:10]3[N:11]=[N:12][C:13]([O:14][CH2:15][C:16]([F:17])([F:18])[F:19])=[C:8]([C:5]4[CH:4]=[CH:3][C:2]([Cl:1])=[CH:7][CH:6]=4)[CH:9]=3)=[O:21])[N:59]=2)[CH2:57][CH2:56]1. The yield is 0.660. (6) The reactants are [Br:1][C:2]1[CH:8]=[CH:7][C:5]([NH2:6])=[C:4]([F:9])[CH:3]=1.[N:10]([C:13]1[CH:23]=[CH:22][C:16]([C:17]([O:19][CH2:20][CH3:21])=[O:18])=[CH:15][CH:14]=1)=[C:11]=[O:12]. The catalyst is C(Cl)Cl. The product is [CH2:20]([O:19][C:17](=[O:18])[C:16]1[CH:22]=[CH:23][C:13]([NH:10][C:11]([NH:6][C:5]2[CH:7]=[CH:8][C:2]([Br:1])=[CH:3][C:4]=2[F:9])=[O:12])=[CH:14][CH:15]=1)[CH3:21]. The yield is 0.700.